From a dataset of HIV replication inhibition screening data with 41,000+ compounds from the AIDS Antiviral Screen. Binary Classification. Given a drug SMILES string, predict its activity (active/inactive) in a high-throughput screening assay against a specified biological target. (1) The result is 0 (inactive). The drug is CCOC(=O)NC(C(=O)OCC)C(F)(F)F. (2) The drug is CCOC(=O)NP(=O)(Nc1ccccn1)Nc1ccccn1. The result is 0 (inactive). (3) The compound is O=S(=O)(N1CCCCN(S(=O)(=O)C(F)(F)F)CCCN(S(=O)(=O)C(F)(F)F)CCCCN(S(=O)(=O)C(F)(F)F)CCCN(S(=O)(=O)C(F)(F)F)CCCCN(S(=O)(=O)C(F)(F)F)CCCN(S(=O)(=O)C(F)(F)F)CCCCN(S(=O)(=O)C(F)(F)F)CCC1)C(F)(F)F. The result is 0 (inactive). (4) The molecule is N#Cc1c2c(c(N=P(c3ccccc3)(c3ccccc3)c3ccccc3)n3c1nc1ccccc13)CCCC2. The result is 0 (inactive). (5) The compound is O=c1cc2ccccc2nn1Cc1ccccc1. The result is 0 (inactive). (6) The molecule is N#CC1=C(O)NC(O)=C(C#N)C1c1ccc(C2C(C#N)=C(O)NC(O)=C2C#N)cc1. The result is 0 (inactive). (7) The drug is COc1cc2cc[n+]3c(C)c4cc(OC)c(OC)cc4c([O-])c3c2cc1OC. The result is 0 (inactive). (8) The compound is N=c1[nH]c2c(C(=O)O)c3ccc([N+](=O)[O-])cc3c(=O)n2c2ccccc12. The result is 0 (inactive). (9) The compound is c1ccc(-c2nn3c(-c4ccccc4)nnc3o2)cc1. The result is 0 (inactive). (10) The molecule is C(=Nc1ccc(SSc2ccc(N=Cc3ccccc3)cc2)cc1)c1ccccc1. The result is 0 (inactive).